Dataset: Peptide-MHC class II binding affinity with 134,281 pairs from IEDB. Task: Regression. Given a peptide amino acid sequence and an MHC pseudo amino acid sequence, predict their binding affinity value. This is MHC class II binding data. The peptide sequence is AEAPAAAAAPEEQVQ. The MHC is DRB1_0802 with pseudo-sequence DRB1_0802. The binding affinity (normalized) is 0.0448.